Dataset: Forward reaction prediction with 1.9M reactions from USPTO patents (1976-2016). Task: Predict the product of the given reaction. (1) Given the reactants C(O[CH:5]([O:14]C(=O)C)[C:6]1[C:11]([Cl:12])=[CH:10][N:9]=[C:8](Cl)[CH:7]=1)(=O)C.[CH:18]1([NH:21][C:22]([C:24]2[CH:25]=[C:26]([F:34])[C:27]([CH3:33])=[C:28](B(O)O)[CH:29]=2)=[O:23])[CH2:20][CH2:19]1.C(=O)([O-])O.[Na+], predict the reaction product. The product is: [Cl:12][C:11]1[C:6]([CH:5]=[O:14])=[CH:7][C:8]([C:28]2[CH:29]=[C:24]([CH:25]=[C:26]([F:34])[C:27]=2[CH3:33])[C:22]([NH:21][CH:18]2[CH2:19][CH2:20]2)=[O:23])=[N:9][CH:10]=1. (2) The product is: [CH2:1]([O:8][CH2:9][CH2:10][N:11]1[C:17](=[O:18])[C@@H:16]([NH:19][C:20](=[O:25])[CH2:21][C:22]([NH:37][CH2:36][C:35]([F:42])([F:34])[C:38]([F:41])([F:40])[F:39])=[O:23])[C:15]2[CH:26]=[CH:27][CH:28]=[CH:29][C:14]=2[C:13]2[CH:30]=[CH:31][CH:32]=[CH:33][C:12]1=2)[C:2]1[CH:3]=[CH:4][CH:5]=[CH:6][CH:7]=1. Given the reactants [CH2:1]([O:8][CH2:9][CH2:10][N:11]1[C:17](=[O:18])[C@@H:16]([NH:19][C:20](=[O:25])[CH2:21][C:22](O)=[O:23])[C:15]2[CH:26]=[CH:27][CH:28]=[CH:29][C:14]=2[C:13]2[CH:30]=[CH:31][CH:32]=[CH:33][C:12]1=2)[C:2]1[CH:7]=[CH:6][CH:5]=[CH:4][CH:3]=1.[F:34][C:35]([F:42])([C:38]([F:41])([F:40])[F:39])[CH2:36][NH2:37], predict the reaction product. (3) Given the reactants [C:1]([CH2:4][C:5]1[CH:41]=[CH:40][C:8]([CH2:9][CH2:10][CH2:11][NH:12][C:13]2[CH:18]=[C:17]([O:19][CH3:20])[C:16]([O:21][CH3:22])=[CH:15][C:14]=2[C@@H:23]2[CH2:32][CH2:31][C:30]3[CH:29]=[C:28]([O:33]C(=O)C(C)(C)C)[CH:27]=[CH:26][C:25]=3[CH2:24]2)=[CH:7][CH:6]=1)(O)=O.[CH2:42]([CH2:45][NH2:46])[CH:43]=[CH2:44], predict the reaction product. The product is: [CH2:42]([CH2:45][NH:46][CH2:1][CH2:4][C:5]1[CH:41]=[CH:40][C:8]([CH2:9][CH2:10][CH2:11][NH:12][C:13]2[CH:18]=[C:17]([O:19][CH3:20])[C:16]([O:21][CH3:22])=[CH:15][C:14]=2[C@@H:23]2[CH2:32][CH2:31][C:30]3[CH:29]=[C:28]([OH:33])[CH:27]=[CH:26][C:25]=3[CH2:24]2)=[CH:7][CH:6]=1)[CH:43]=[CH2:44].